Dataset: Full USPTO retrosynthesis dataset with 1.9M reactions from patents (1976-2016). Task: Predict the reactants needed to synthesize the given product. Given the product [F:39][C:9]([F:38])([F:8])[C:10]1[CH:11]=[C:12]([C@H:20]([O:22][C@@H:23]2[C@@H:28]([C:29]3[CH:34]=[CH:33][CH:32]=[CH:31][CH:30]=3)[C@H:27]([C:35]([O:37][CH3:1])=[O:36])[CH2:26][CH2:25][O:24]2)[CH3:21])[CH:13]=[C:14]([C:16]([F:17])([F:18])[F:19])[CH:15]=1, predict the reactants needed to synthesize it. The reactants are: [CH3:1][Si](C=[N+]=[N-])(C)C.[F:8][C:9]([F:39])([F:38])[C:10]1[CH:11]=[C:12]([C@H:20]([O:22][C@@H:23]2[C@@H:28]([C:29]3[CH:34]=[CH:33][CH:32]=[CH:31][CH:30]=3)[C@H:27]([C:35]([OH:37])=[O:36])[CH2:26][CH2:25][O:24]2)[CH3:21])[CH:13]=[C:14]([C:16]([F:19])([F:18])[F:17])[CH:15]=1.